This data is from Forward reaction prediction with 1.9M reactions from USPTO patents (1976-2016). The task is: Predict the product of the given reaction. The product is: [CH3:26][N:27]1[C:31]([CH3:32])=[CH:30][C:29]([CH:33]([NH:34][C:35]2[CH:40]=[CH:39][CH:38]=[C:37]([O:41][CH3:42])[CH:36]=2)[C:8]([C:10]2[C:18]3[C:13](=[CH:14][CH:15]=[CH:16][CH:17]=3)[NH:12][CH:11]=2)=[O:9])=[N:28]1. Given the reactants C(N(CC)CC)C.[CH:8]([C:10]1[C:18]2[C:13](=[CH:14][CH:15]=[CH:16][CH:17]=2)[N:12](C(OC(C)(C)C)=O)[CH:11]=1)=[O:9].[CH3:26][N:27]1[C:31]([CH3:32])=[CH:30][C:29]([CH:33]=[N:34][C:35]2[CH:40]=[CH:39][CH:38]=[C:37]([O:41][CH3:42])[CH:36]=2)=[N:28]1, predict the reaction product.